This data is from Catalyst prediction with 721,799 reactions and 888 catalyst types from USPTO. The task is: Predict which catalyst facilitates the given reaction. (1) Reactant: [NH2:1][C:2]1[N:7]=[CH:6][C:5]([N+:8]([O-:10])=[O:9])=[CH:4][N:3]=1.[C:11](Cl)(=[O:18])[C:12]1[CH:17]=[CH:16][CH:15]=[CH:14][CH:13]=1.O. Product: [C:11]([NH:1][C:2]1[N:7]=[CH:6][C:5]([N+:8]([O-:10])=[O:9])=[CH:4][N:3]=1)(=[O:18])[C:12]1[CH:17]=[CH:16][CH:15]=[CH:14][CH:13]=1. The catalyst class is: 17. (2) Reactant: [Cl:1][C:2]1[CH:7]=[CH:6][C:5]([C:8]2[CH:13]=[CH:12][CH:11]=[CH:10][CH:9]=2)=[CH:4][CH:3]=1.[C:14]1(=[O:20])[O:19][C:17](=[O:18])[CH2:16][CH2:15]1.[Cl-].[Al+3].[Cl-].[Cl-]. Product: [Cl:1][C:2]1[CH:3]=[CH:4][C:5]([C:8]2[CH:13]=[CH:12][C:11]([C:14](=[O:20])[CH2:15][CH2:16][C:17]([OH:19])=[O:18])=[CH:10][CH:9]=2)=[CH:6][CH:7]=1. The catalyst class is: 641. (3) Reactant: [Cl:1][C:2]1[CH:7]=[CH:6][N:5]=[C:4]([CH2:8][NH:9][C:10]2[O:11][C:12]3[C:18]([O:19][CH3:20])=[CH:17][C:16]([C:21]([OH:23])=O)=[CH:15][C:13]=3[N:14]=2)[CH:3]=1.[F:24][CH:25]([F:38])[O:26][CH2:27][CH:28]1[NH:33][CH2:32][C:31]([CH2:35][CH2:36][OH:37])([CH3:34])[O:30][CH2:29]1.C(N(CC)C(C)C)(C)C.CN(C(ON1N=NC2C=CC=NC1=2)=[N+](C)C)C.F[P-](F)(F)(F)(F)F. Product: [Cl:1][C:2]1[CH:7]=[CH:6][N:5]=[C:4]([CH2:8][NH:9][C:10]2[O:11][C:12]3[C:18]([O:19][CH3:20])=[CH:17][C:16]([C:21]([N:33]4[CH:28]([CH2:27][O:26][CH:25]([F:38])[F:24])[CH2:29][O:30][C:31]([CH2:35][CH2:36][OH:37])([CH3:34])[CH2:32]4)=[O:23])=[CH:15][C:13]=3[N:14]=2)[CH:3]=1. The catalyst class is: 9.